From a dataset of Full USPTO retrosynthesis dataset with 1.9M reactions from patents (1976-2016). Predict the reactants needed to synthesize the given product. Given the product [CH3:8][O:9][C:10]1[CH:16]=[CH:15][C:13]([NH:14][C:21](=[O:26])[C:22]([CH3:25])([CH3:24])[CH3:23])=[CH:12][C:11]=1[C:17]([F:18])([F:19])[F:20], predict the reactants needed to synthesize it. The reactants are: C(N(CC)CC)C.[CH3:8][O:9][C:10]1[CH:16]=[CH:15][C:13]([NH2:14])=[CH:12][C:11]=1[C:17]([F:20])([F:19])[F:18].[C:21](Cl)(=[O:26])[C:22]([CH3:25])([CH3:24])[CH3:23].